This data is from Full USPTO retrosynthesis dataset with 1.9M reactions from patents (1976-2016). The task is: Predict the reactants needed to synthesize the given product. (1) Given the product [NH2:1][C:2]1[C:3]([C:20]2[O:24][C:23]([C:25]([NH:30][CH:31]3[CH2:35][CH2:34][NH:33][CH2:32]3)=[O:26])=[N:22][N:21]=2)=[N:4][C:5]([C:8]2[CH:13]=[CH:12][C:11]([S:14]([CH:17]([CH3:19])[CH3:18])(=[O:15])=[O:16])=[CH:10][CH:9]=2)=[CH:6][N:7]=1, predict the reactants needed to synthesize it. The reactants are: [NH2:1][C:2]1[C:3]([C:20]2[O:24][C:23]([C:25](OCC)=[O:26])=[N:22][N:21]=2)=[N:4][C:5]([C:8]2[CH:13]=[CH:12][C:11]([S:14]([CH:17]([CH3:19])[CH3:18])(=[O:16])=[O:15])=[CH:10][CH:9]=2)=[CH:6][N:7]=1.[NH2:30][CH:31]1[CH2:35][CH2:34][N:33](C(OC(C)(C)C)=O)[CH2:32]1. (2) Given the product [Cl:55][C:56]1[CH:61]=[CH:60][C:59]([CH:62]([CH:6]2[CH2:7][CH2:8][N:9]([S:12]([C:15]3[C:19]([CH3:20])=[N:18][NH:17][C:16]=3[CH3:22])(=[O:13])=[O:14])[CH2:10][CH2:11]2)[C:63]#[N:64])=[C:58]([F:71])[CH:57]=1, predict the reactants needed to synthesize it. The reactants are: ClC1C=C(C=CC=1Cl)O[CH:6]1[CH2:11][CH2:10][N:9]([S:12]([C:15]2[C:16]([CH3:22])=[N:17][N:18](C)[C:19]=2[CH3:20])(=[O:14])=[O:13])[CH2:8][CH2:7]1.ClC1C=C(C=CC=1Cl)NCC1CCN(S(C2C(C)=NN(C)C=2C)(=O)=O)CC1.Cl.[Cl:55][C:56]1[CH:61]=[CH:60][C:59]([CH:62](C2CCNCC2)[C:63]#[N:64])=[C:58]([F:71])[CH:57]=1. (3) Given the product [Cl:20][C:9]1[N:10]=[C:11]([N:14]2[CH2:15][CH2:16][O:17][CH2:18][CH2:19]2)[C:12]2[N:13]=[C:5]3[N:6]([C:7]=2[N:8]=1)[CH2:21][CH2:27][N:28]([CH3:29])[C:30]3=[O:31], predict the reactants needed to synthesize it. The reactants are: CNC([C:5]1[NH:6][C:7]2[C:12]([N:13]=1)=[C:11]([N:14]1[CH2:19][CH2:18][O:17][CH2:16][CH2:15]1)[N:10]=[C:9]([Cl:20])[N:8]=2)=O.[C:21](=O)([O-])[O-].[Cs+].[Cs+].[CH3:27][N:28]([CH:30]=[O:31])[CH3:29]. (4) Given the product [C:20]([CH:17]1[CH2:18][CH2:19][N:14]([C:1]([NH2:7])=[O:2])[CH2:15][CH2:16]1)#[N:21], predict the reactants needed to synthesize it. The reactants are: [C:1](Cl)(Cl)=[O:2].C([N:7](C(C)C)C(C)C)C.[NH:14]1[CH2:19][CH2:18][CH:17]([C:20]#[N:21])[CH2:16][CH2:15]1. (5) The reactants are: [Br:1][C:2]1[CH:7]=[C:6]([N+:8]([O-])=O)[CH:5]=[CH:4][C:3]=1[CH:11]([CH3:13])[CH3:12].[ClH:14]. Given the product [ClH:14].[Br:1][C:2]1[CH:7]=[C:6]([CH:5]=[CH:4][C:3]=1[CH:11]([CH3:13])[CH3:12])[NH2:8], predict the reactants needed to synthesize it. (6) Given the product [Br:15][CH2:1][C:2]1[CH:11]=[CH:10][C:9]2[C:4](=[CH:5][CH:6]=[C:7]([N+:12]([O-:14])=[O:13])[CH:8]=2)[N:3]=1, predict the reactants needed to synthesize it. The reactants are: [CH3:1][C:2]1[CH:11]=[CH:10][C:9]2[C:4](=[CH:5][CH:6]=[C:7]([N+:12]([O-:14])=[O:13])[CH:8]=2)[N:3]=1.[Br:15]N1C(=O)CCC1=O. (7) Given the product [NH2:25][C:20]1[CH:21]=[CH:22][CH:23]=[CH:24][C:19]=1[NH:18][C:17](=[O:26])[C:14]1[CH:15]=[CH:16][C:11]([N:8]2[CH2:9][CH2:10][C@H:6]([OH:5])[CH2:7]2)=[CH:12][CH:13]=1, predict the reactants needed to synthesize it. The reactants are: N.C([O:5][C@H:6]1[CH2:10][CH2:9][N:8]([C:11]2[CH:16]=[CH:15][C:14]([C:17](=[O:26])[NH:18][C:19]3[CH:24]=[CH:23][CH:22]=[CH:21][C:20]=3[NH2:25])=[CH:13][CH:12]=2)[CH2:7]1)(=O)C.